Predict the reactants needed to synthesize the given product. From a dataset of Full USPTO retrosynthesis dataset with 1.9M reactions from patents (1976-2016). (1) Given the product [Cl:1][C:2]1[CH:3]=[C:4]2[C:8](=[CH:9][CH:10]=1)[C:7](=[C:14]1[C:15]3[C:20](=[CH:19][CH:18]=[CH:17][CH:16]=3)[NH:12][C:13]1=[O:21])[CH2:6][CH2:5]2, predict the reactants needed to synthesize it. The reactants are: [Cl:1][C:2]1[CH:3]=[C:4]2[C:8](=[CH:9][CH:10]=1)[C:7](=O)[CH2:6][CH2:5]2.[NH:12]1[C:20]2[C:15](=[CH:16][CH:17]=[CH:18][CH:19]=2)[CH2:14][C:13]1=[O:21].N1CCCCC1.O. (2) Given the product [F:42][C:43]1[C:48]2[CH:49]=[C:50]([C:29]3[CH:28]=[C:27]([C:18]4[C:19]([N:21]([CH3:26])[S:22]([CH3:25])(=[O:24])=[O:23])=[CH:20][C:10]5[O:9][C:8]([C:5]6[CH:4]=[CH:3][C:2]([F:1])=[CH:7][CH:6]=6)=[C:12]([C:13]([NH:15][CH3:16])=[O:14])[C:11]=5[CH:17]=4)[CH:32]=[CH:31][CH:30]=3)[S:51][C:47]=2[CH:46]=[CH:45][CH:44]=1, predict the reactants needed to synthesize it. The reactants are: [F:1][C:2]1[CH:7]=[CH:6][C:5]([C:8]2[O:9][C:10]3[CH:20]=[C:19]([N:21]([CH3:26])[S:22]([CH3:25])(=[O:24])=[O:23])[C:18]([C:27]4[CH:32]=[CH:31][CH:30]=[C:29](B5OC(C)(C)C(C)(C)O5)[CH:28]=4)=[CH:17][C:11]=3[C:12]=2[C:13]([NH:15][CH3:16])=[O:14])=[CH:4][CH:3]=1.[F:42][C:43]1[C:48]2[CH:49]=[C:50](I)[S:51][C:47]=2[CH:46]=[CH:45][CH:44]=1.[O-]P([O-])([O-])=O.[K+].[K+].[K+].